This data is from Forward reaction prediction with 1.9M reactions from USPTO patents (1976-2016). The task is: Predict the product of the given reaction. (1) Given the reactants Br[C:2]1[S:3][C:4]2[CH:10]=[C:9]([CH:11]([N:17]3[CH:21]=[CH:20][N:19]=[CH:18]3)[CH:12]([CH2:15][CH3:16])[CH2:13][CH3:14])[CH:8]=[CH:7][C:5]=2[N:6]=1.[CH3:22][O:23][C:24]([C:26]1[CH:31]=[CH:30][C:29](B(O)O)=[CH:28][CH:27]=1)=[O:25].C(=O)([O-])[O-].[K+].[K+].N#N, predict the reaction product. The product is: [CH2:13]([CH:12]([CH2:15][CH3:16])[CH:11]([C:9]1[CH:8]=[CH:7][C:5]2[N:6]=[C:2]([C:29]3[CH:30]=[CH:31][C:26]([C:24]([O:23][CH3:22])=[O:25])=[CH:27][CH:28]=3)[S:3][C:4]=2[CH:10]=1)[N:17]1[CH:21]=[CH:20][N:19]=[CH:18]1)[CH3:14]. (2) Given the reactants [F:1][C:2]1[C:7]([C:8]([F:11])([F:10])[F:9])=[CH:6][CH:5]=[CH:4][C:3]=1[CH:12]1[CH2:17][CH2:16][NH:15][CH2:14][CH2:13]1.C(=O)([O-])[O-].[K+].[K+].I[CH2:25][CH2:26][OH:27].Cl, predict the reaction product. The product is: [F:1][C:2]1[C:7]([C:8]([F:9])([F:10])[F:11])=[CH:6][CH:5]=[CH:4][C:3]=1[CH:12]1[CH2:17][CH2:16][N:15]([CH2:25][CH2:26][OH:27])[CH2:14][CH2:13]1. (3) The product is: [CH2:32]([N:20]1[CH:21]=[C:22]([CH2:25][C:26]2[CH:27]=[CH:28][CH:29]=[CH:30][CH:31]=2)[C:23](=[O:24])[C:18]([C:15](=[O:17])[CH:16]=[C:8]([OH:10])[C:7]([O:13][CH3:14])=[O:12])=[CH:19]1)[C:33]1[CH:34]=[CH:35][CH:36]=[CH:37][CH:38]=1. Given the reactants CC(C)([O-])C.[Na+].[C:7]([O:13][CH3:14])(=[O:12])[C:8]([O:10]C)=O.[C:15]([C:18]1[C:23](=[O:24])[C:22]([CH2:25][C:26]2[CH:31]=[CH:30][CH:29]=[CH:28][CH:27]=2)=[CH:21][N:20]([CH2:32][C:33]2[CH:38]=[CH:37][CH:36]=[CH:35][CH:34]=2)[CH:19]=1)(=[O:17])[CH3:16], predict the reaction product. (4) The product is: [CH3:6][C:7]1[C:8]([O:18][CH3:19])=[CH:9][C:10]([C:11]([O:13][CH3:20])=[O:12])=[CH:14][C:15]=1[O:16][CH3:17]. Given the reactants S(=O)(=O)(O)O.[CH3:6][C:7]1[C:15]([O:16][CH3:17])=[CH:14][C:10]([C:11]([OH:13])=[O:12])=[CH:9][C:8]=1[O:18][CH3:19].[CH3:20]O, predict the reaction product. (5) Given the reactants [CH3:1][O:2][C:3]1[CH:4]=[C:5]2[C:9](=[CH:10][CH:11]=1)[N:8]([C:12]1[CH:17]=[C:16]([CH3:18])[N:15]=[C:14]([C:19]3[CH:24]=[CH:23][CH:22]=[CH:21][CH:20]=3)[N:13]=1)[CH:7]([CH3:25])[CH:6]2[CH2:26][C:27]([O:29][CH2:30][CH3:31])=[O:28], predict the reaction product. The product is: [CH3:1][O:2][C:3]1[CH:4]=[C:5]2[C:9](=[CH:10][CH:11]=1)[N:8]([C:12]1[CH:17]=[C:16]([CH3:18])[N:15]=[C:14]([C:19]3[CH:24]=[CH:23][CH:22]=[CH:21][CH:20]=3)[N:13]=1)[C:7]([CH3:25])=[C:6]2[CH2:26][C:27]([O:29][CH2:30][CH3:31])=[O:28]. (6) The product is: [CH2:1]([C:5]1[N:6]=[C:7]([CH3:27])[N:8]([CH2:35][C:36]2[CH:49]=[CH:48][C:39]([C:40]([N:42]3[CH2:47][CH2:46][O:45][CH2:44][CH2:43]3)=[O:41])=[CH:38][CH:37]=2)[C:9](=[O:26])[C:10]=1[CH2:11][C:12]1[CH:17]=[CH:16][C:15]([C:18]2[C:19]([C:24]#[N:25])=[CH:20][CH:21]=[CH:22][CH:23]=2)=[CH:14][CH:13]=1)[CH2:2][CH2:3][CH3:4]. Given the reactants [CH2:1]([C:5]1[N:6]=[C:7]([CH3:27])[NH:8][C:9](=[O:26])[C:10]=1[CH2:11][C:12]1[CH:17]=[CH:16][C:15]([C:18]2[C:19]([C:24]#[N:25])=[CH:20][CH:21]=[CH:22][CH:23]=2)=[CH:14][CH:13]=1)[CH2:2][CH2:3][CH3:4].C(=O)([O-])[O-].[K+].[K+].Cl[CH2:35][C:36]1[CH:49]=[CH:48][C:39]([C:40]([N:42]2[CH2:47][CH2:46][O:45][CH2:44][CH2:43]2)=[O:41])=[CH:38][CH:37]=1.CN(C)C=O, predict the reaction product.